The task is: Predict the product of the given reaction.. This data is from Forward reaction prediction with 1.9M reactions from USPTO patents (1976-2016). (1) The product is: [NH2:30][CH2:29][C:27]1[CH:26]=[CH:25][C:18]2[N:19]([CH2:20][CH2:21][CH:22]([CH3:23])[CH3:24])[C:15]([CH2:14][N:6]3[C:7]4[C:12](=[CH:11][CH:10]=[CH:9][CH:8]=4)[CH2:13][N:4]([CH:1]4[CH2:2][CH2:3]4)[C:5]3=[O:38])=[N:16][C:17]=2[CH:28]=1. Given the reactants [CH:1]1([N:4]2[CH2:13][C:12]3[C:7](=[CH:8][CH:9]=[CH:10][CH:11]=3)[N:6]([CH2:14][C:15]3[N:19]([CH2:20][CH2:21][CH:22]([CH3:24])[CH3:23])[C:18]4[CH:25]=[CH:26][C:27]([CH2:29][NH:30]C(=O)OC(C)(C)C)=[CH:28][C:17]=4[N:16]=3)[C:5]2=[O:38])[CH2:3][CH2:2]1.Cl, predict the reaction product. (2) Given the reactants [NH2:1][C:2]1[CH:3]=[C:4]([C:8]2[N:9]=[C:10]([CH3:31])[S:11][C:12]=2[C:13]2[CH:18]=[CH:17][N:16]=[C:15]([NH:19][C:20]3[CH:29]=[C:28]4[C:23]([CH2:24][CH2:25][N:26]([CH3:30])[CH2:27]4)=[CH:22][CH:21]=3)[N:14]=2)[CH:5]=[CH:6][CH:7]=1.[F:32][C:33]([F:44])([F:43])[C:34]1[CH:35]=[C:36]([CH:40]=[CH:41][CH:42]=1)[C:37](Cl)=[O:38], predict the reaction product. The product is: [CH3:31][C:10]1[S:11][C:12]([C:13]2[CH:18]=[CH:17][N:16]=[C:15]([NH:19][C:20]3[CH:29]=[C:28]4[C:23]([CH2:24][CH2:25][N:26]([CH3:30])[CH2:27]4)=[CH:22][CH:21]=3)[N:14]=2)=[C:8]([C:4]2[CH:3]=[C:2]([NH:1][C:37](=[O:38])[C:36]3[CH:40]=[CH:41][CH:42]=[C:34]([C:33]([F:32])([F:43])[F:44])[CH:35]=3)[CH:7]=[CH:6][CH:5]=2)[N:9]=1. (3) Given the reactants C([Li])CCC.BrC1C=C2C(C(Cl)=CN=C2Cl)=CC=1.[NH2:19][C:20]1[CH:21]=[C:22]([CH:30]=[CH:31][CH:32]=1)[C:23]([O:25][C:26]([CH3:29])([CH3:28])[CH3:27])=[O:24].CCN(CC)CC.ClC1C2C(=CC=C(Cl)C=2)C(Cl)=CN=1.[Cl:53][C:54]1[C:63]2[C:58](=[CH:59][CH:60]=[C:61]([S:64](NC3C=CC=CC=3C(OC(C)(C)C)=O)(=[O:66])=[O:65])[CH:62]=2)[C:57]([Cl:81])=[CH:56][N:55]=1, predict the reaction product. The product is: [Cl:53][C:54]1[C:63]2[C:58](=[CH:59][CH:60]=[C:61]([S:64]([NH:19][C:20]3[CH:21]=[C:22]([CH:30]=[CH:31][CH:32]=3)[C:23]([O:25][C:26]([CH3:28])([CH3:29])[CH3:27])=[O:24])(=[O:66])=[O:65])[CH:62]=2)[C:57]([Cl:81])=[CH:56][N:55]=1. (4) Given the reactants [CH2:1]([N:8]1[C:16]2[C:11](=[CH:12][C:13]([NH2:17])=[CH:14][CH:15]=2)[CH:10]=[CH:9]1)[C:2]1[CH:7]=[CH:6][CH:5]=[CH:4][CH:3]=1.I[C:19]1[CH:28]=[CH:27][C:26]([CH:29]([CH3:31])[CH3:30])=[CH:25][C:20]=1[C:21]([O:23][CH3:24])=[O:22].C(=O)([O-])[O-].[Cs+].[Cs+], predict the reaction product. The product is: [CH2:1]([N:8]1[C:16]2[C:11](=[CH:12][C:13]([NH:17][C:19]3[CH:28]=[CH:27][C:26]([CH:29]([CH3:31])[CH3:30])=[CH:25][C:20]=3[C:21]([O:23][CH3:24])=[O:22])=[CH:14][CH:15]=2)[CH:10]=[CH:9]1)[C:2]1[CH:3]=[CH:4][CH:5]=[CH:6][CH:7]=1. (5) Given the reactants [C:1]([O:5][C:6](=[O:19])[CH2:7][CH:8]([OH:18])[CH2:9][O:10][CH2:11][C:12]1[CH:17]=[CH:16][CH:15]=[CH:14][CH:13]=1)([CH3:4])([CH3:3])[CH3:2].N1C(C)=CC=CC=1C.[Si:28](OS(C(F)(F)F)(=O)=O)([C:31]([CH3:34])([CH3:33])[CH3:32])([CH3:30])[CH3:29], predict the reaction product. The product is: [CH2:11]([O:10][CH2:9][CH:8]([O:18][Si:28]([C:31]([CH3:34])([CH3:33])[CH3:32])([CH3:30])[CH3:29])[CH2:7][C:6]([O:5][C:1]([CH3:4])([CH3:2])[CH3:3])=[O:19])[C:12]1[CH:13]=[CH:14][CH:15]=[CH:16][CH:17]=1. (6) Given the reactants [CH:1]1([CH:6]([NH:18][C:19]2[CH:24]=[CH:23][C:22]([C:25]([N:27]([CH3:35])[CH2:28][CH2:29][C:30]([O:32]CC)=[O:31])=[O:26])=[CH:21][CH:20]=2)[C:7]2[O:8][C:9]3[CH:16]=[CH:15][C:14]([F:17])=[CH:13][C:10]=3[C:11]=2[CH3:12])[CH2:5][CH2:4][CH2:3][CH2:2]1.[OH-].[Na+], predict the reaction product. The product is: [CH:1]1([CH:6]([NH:18][C:19]2[CH:20]=[CH:21][C:22]([C:25]([N:27]([CH3:35])[CH2:28][CH2:29][C:30]([OH:32])=[O:31])=[O:26])=[CH:23][CH:24]=2)[C:7]2[O:8][C:9]3[CH:16]=[CH:15][C:14]([F:17])=[CH:13][C:10]=3[C:11]=2[CH3:12])[CH2:5][CH2:4][CH2:3][CH2:2]1. (7) Given the reactants [NH2:1][C:2]1[CH:3]=[C:4]2[C:9](=[CH:10][CH:11]=1)[C:8](=[O:12])[NH:7][C:6](=[O:13])/[C:5]/2=[CH:14]\[NH:15][C:16]1[CH:21]=[CH:20][C:19]([N:22]2[CH2:27][CH2:26][N:25]([CH3:28])[CH2:24][CH2:23]2)=[CH:18][CH:17]=1.Cl[C:30]([O:32][C:33]1[CH:38]=[CH:37][C:36]([N+:39]([O-:41])=[O:40])=[CH:35][CH:34]=1)=[O:31], predict the reaction product. The product is: [N+:39]([C:36]1[CH:35]=[CH:34][C:33]([O:32][C:30](=[O:31])[NH:1][C:2]2[CH:3]=[C:4]3[C:9](=[CH:10][CH:11]=2)[C:8](=[O:12])[NH:7][C:6](=[O:13])[C:5]3=[CH:14][NH:15][C:16]2[CH:17]=[CH:18][C:19]([N:22]3[CH2:23][CH2:24][N:25]([CH3:28])[CH2:26][CH2:27]3)=[CH:20][CH:21]=2)=[CH:38][CH:37]=1)([O-:41])=[O:40]. (8) Given the reactants Br[C:2]1[S:6][C:5]([NH:7][C:8]2[CH:13]=[C:12]([CH3:14])[N:11]=[C:10]([CH3:15])[N:9]=2)=[N:4][CH:3]=1.[N:16]1[CH:21]=[CH:20][C:19](B(O)O)=[CH:18][CH:17]=1.C1(P(C2C=CC=CC=2)C2C=CC=CC=2)C=CC=CC=1.C(=O)([O-])[O-].[Na+].[Na+], predict the reaction product. The product is: [CH3:15][C:10]1[N:9]=[C:8]([NH:7][C:5]2[S:6][C:2]([C:19]3[CH:20]=[CH:21][N:16]=[CH:17][CH:18]=3)=[CH:3][N:4]=2)[CH:13]=[C:12]([CH3:14])[N:11]=1.